The task is: Predict the reactants needed to synthesize the given product.. This data is from Full USPTO retrosynthesis dataset with 1.9M reactions from patents (1976-2016). (1) Given the product [C:3]([NH:6][C:7]([CH2:19][C:20](=[O:21])[C:22]1[CH:27]=[CH:26][C:25]([S:28][C:29]2[CH:30]=[CH:31][CH:32]=[CH:33][CH:34]=2)=[CH:24][CH:23]=1)([C:13]([O:15][CH2:16][CH3:17])=[O:14])[C:8]([O:10][CH2:11][CH3:12])=[O:9])(=[O:5])[CH3:4], predict the reactants needed to synthesize it. The reactants are: [H-].[Na+].[C:3]([NH:6][CH:7]([C:13]([O:15][CH2:16][CH3:17])=[O:14])[C:8]([O:10][CH2:11][CH3:12])=[O:9])(=[O:5])[CH3:4].Cl[CH2:19][C:20]([C:22]1[CH:27]=[CH:26][C:25]([S:28][C:29]2[CH:34]=[CH:33][CH:32]=[CH:31][CH:30]=2)=[CH:24][CH:23]=1)=[O:21]. (2) Given the product [C:14]([O:18][C:19]([N:1]1[CH2:5][CH2:4][CH2:3][C:2]1=[O:6])=[O:20])([CH3:17])([CH3:16])[CH3:15], predict the reactants needed to synthesize it. The reactants are: [NH:1]1[CH2:5][CH2:4][CH2:3][C:2]1=[O:6].C(N(CC)CC)C.[C:14]([O:18][C:19](O[C:19]([O:18][C:14]([CH3:17])([CH3:16])[CH3:15])=[O:20])=[O:20])([CH3:17])([CH3:16])[CH3:15]. (3) Given the product [CH3:1][N:2]([CH2:19][C:20]1[CH:21]=[CH:22][C:23]([C:24]([O:26][CH3:27])=[O:25])=[CH:28][CH:29]=1)[CH2:3][CH:4]([N:6]([CH3:18])[CH2:7][C:8](=[O:17])[NH:9][C:10]1[CH:15]=[CH:14][C:13]([O:16][CH2:31][CH2:32][C:33]2[CH:38]=[CH:37][CH:36]=[CH:35][CH:34]=2)=[CH:12][CH:11]=1)[CH3:5], predict the reactants needed to synthesize it. The reactants are: [CH3:1][N:2]([CH2:19][C:20]1[CH:29]=[CH:28][C:23]([C:24]([O:26][CH3:27])=[O:25])=[CH:22][CH:21]=1)[CH2:3][CH:4]([N:6]([CH3:18])[CH2:7][C:8](=[O:17])[NH:9][C:10]1[CH:15]=[CH:14][C:13]([OH:16])=[CH:12][CH:11]=1)[CH3:5].Br[CH2:31][CH2:32][C:33]1[CH:38]=[CH:37][CH:36]=[CH:35][CH:34]=1.C(=O)([O-])[O-].[K+].[K+].O.